From a dataset of Full USPTO retrosynthesis dataset with 1.9M reactions from patents (1976-2016). Predict the reactants needed to synthesize the given product. (1) Given the product [F:15][C:16]1[C:17]([CH3:25])=[C:18]([C:2]2[CH:11]=[CH:10][C:5]([C:6]([O:8][CH3:9])=[O:7])=[CH:4][C:3]=2[CH2:12][O:13][CH3:14])[CH:19]=[CH:20][CH:21]=1, predict the reactants needed to synthesize it. The reactants are: Br[C:2]1[CH:11]=[CH:10][C:5]([C:6]([O:8][CH3:9])=[O:7])=[CH:4][C:3]=1[CH2:12][O:13][CH3:14].[F:15][C:16]1[C:17]([CH3:25])=[C:18](B(O)O)[CH:19]=[CH:20][CH:21]=1.[F-].[Cs+].O. (2) Given the product [Cl:1][C:2]1[CH:3]=[CH:4][C:5]2[N:6]([CH3:20])[CH2:7][N:8]3[C:16]4[CH:15]=[CH:14][CH:13]=[C:12]([F:17])[C:11]=4[CH:10]=[C:9]3[C:18]=2[N:19]=1, predict the reactants needed to synthesize it. The reactants are: [Cl:1][C:2]1[CH:3]=[CH:4][C:5]2[NH:6][CH2:7][N:8]3[C:16]4[CH:15]=[CH:14][CH:13]=[C:12]([F:17])[C:11]=4[CH:10]=[C:9]3[C:18]=2[N:19]=1.[CH3:20]C(C)([O-])C.[K+].CI. (3) Given the product [CH3:13][O:14][CH2:15][O:4][C:3]1[CH:5]=[CH:6][CH:7]=[CH:8][C:2]=1[CH:1]=[O:9], predict the reactants needed to synthesize it. The reactants are: [CH:1](=[O:9])[C:2]1[C:3](=[CH:5][CH:6]=[CH:7][CH:8]=1)[OH:4].[H-].[Na+].Cl[CH2:13][O:14][CH3:15]. (4) Given the product [CH2:16]([N:15]([CH2:18][CH3:19])[CH2:14][CH2:13][CH2:12][N:8]1[C:9]2[C:4](=[CH:3][C:2]([NH:1][C:27]([C:23]3[S:22][CH:26]=[CH:25][CH:24]=3)=[NH:28])=[CH:11][CH:10]=2)[CH2:5][CH2:6][C:7]1=[O:20])[CH3:17], predict the reactants needed to synthesize it. The reactants are: [NH2:1][C:2]1[CH:3]=[C:4]2[C:9](=[CH:10][CH:11]=1)[N:8]([CH2:12][CH2:13][CH2:14][N:15]([CH2:18][CH3:19])[CH2:16][CH3:17])[C:7](=[O:20])[CH2:6][CH2:5]2.I.[S:22]1[CH:26]=[CH:25][CH:24]=[C:23]1[C:27](SC)=[NH:28]. (5) Given the product [CH:20]([N:23]1[CH2:28][CH2:27][CH:26]([NH:29][C:15]([C:13]2[NH:12][C:9]3=[CH:10][N:11]=[C:6]([O:5][CH2:4][CH2:3][O:2][CH3:1])[CH:7]=[C:8]3[CH:14]=2)=[O:17])[CH2:25][CH2:24]1)([CH3:22])[CH3:21], predict the reactants needed to synthesize it. The reactants are: [CH3:1][O:2][CH2:3][CH2:4][O:5][C:6]1[CH:7]=[C:8]2[CH:14]=[C:13]([C:15]([OH:17])=O)[NH:12][C:9]2=[CH:10][N:11]=1.Cl.Cl.[CH:20]([N:23]1[CH2:28][CH2:27][CH:26]([NH2:29])[CH2:25][CH2:24]1)([CH3:22])[CH3:21].CN(C=O)C.CCN(C(C)C)C(C)C. (6) Given the product [CH3:50][S:47]([C:44]1[CH:45]=[CH:46][C:41]([CH2:40][N:12]2[C:13]3=[N:14][CH:15]=[CH:16][CH:17]=[C:18]3[C:10]([CH2:9][C:8]([OH:7])=[O:20])=[C:11]2[CH3:19])=[CH:42][C:43]=1[C:51]([F:52])([F:54])[F:53])(=[O:49])=[O:48], predict the reactants needed to synthesize it. The reactants are: COC(=O)C.C[O:7][C:8](=[O:20])[CH2:9][C:10]1[C:18]2[C:13](=[N:14][CH:15]=[CH:16][CH:17]=2)[NH:12][C:11]=1[CH3:19].CCN(P1(N(C)CCCN1C)=NC(C)(C)C)CC.Br[CH2:40][C:41]1[CH:46]=[CH:45][C:44]([S:47]([CH3:50])(=[O:49])=[O:48])=[C:43]([C:51]([F:54])([F:53])[F:52])[CH:42]=1. (7) Given the product [CH:21]([NH:17][C@@H:14]1[C@@H:12]2[C@@H:11]([CH2:10][N:9]([C:7]3[CH:6]=[CH:5][CH:4]=[C:3]([C:2]([F:1])([F:18])[F:19])[N:8]=3)[CH2:13]2)[CH2:16][CH2:15]1)([CH3:23])[CH3:20], predict the reactants needed to synthesize it. The reactants are: [F:1][C:2]([F:19])([F:18])[C:3]1[N:8]=[C:7]([N:9]2[CH2:13][C@@H:12]3[C@@H:14]([NH2:17])[CH2:15][CH2:16][C@@H:11]3[CH2:10]2)[CH:6]=[CH:5][CH:4]=1.[CH3:20][C:21]([CH3:23])=O.C(O)(=O)C.C([BH3-])#N. (8) Given the product [NH:11]1[C:12]2[CH:18]=[CH:17][CH:16]=[CH:15][C:13]=2[N:14]=[C:10]1[CH:9]([O:8][CH:5]1[CH2:4][CH2:3][N:2]([CH3:1])[CH2:7][CH2:6]1)[C:19]1[CH:20]=[C:21]([NH2:25])[CH:22]=[CH:23][CH:24]=1, predict the reactants needed to synthesize it. The reactants are: [CH3:1][N:2]1[CH2:7][CH2:6][CH:5]([O:8][CH:9]([C:19]2[CH:24]=[CH:23][CH:22]=[C:21]([N+:25]([O-])=O)[CH:20]=2)[C:10]2[NH:14][C:13]3[CH:15]=[CH:16][CH:17]=[CH:18][C:12]=3[N:11]=2)[CH2:4][CH2:3]1.[Sn](Cl)Cl.[OH-].[Na+]. (9) Given the product [CH3:24][O:23][C:21]([C:20]1[CH:19]=[C:18]([CH:27]=[CH:26][CH:25]=1)[CH2:17][N:10]1[C:11]2[C:16](=[CH:15][CH:14]=[CH:13][CH:12]=2)/[C:8](=[CH:7]\[C:6]([OH:29])=[O:5])/[C:9]1=[O:28])=[O:22], predict the reactants needed to synthesize it. The reactants are: C([O:5][C:6](=[O:29])/[CH:7]=[C:8]1/[C:9](=[O:28])[N:10]([CH2:17][C:18]2[CH:19]=[C:20]([CH:25]=[CH:26][CH:27]=2)[C:21]([O:23][CH3:24])=[O:22])[C:11]2[C:16]/1=[CH:15][CH:14]=[CH:13][CH:12]=2)(C)(C)C.ClC(Cl)C.